From a dataset of Reaction yield outcomes from USPTO patents with 853,638 reactions. Predict the reaction yield, written as a fraction of the theoretical maximum amount of product (1.0 means a 100% yield; for example, 0.34 means a 34% yield). (1) The reactants are [NH:1]1[C:5]2[CH:6]=[CH:7][CH:8]=[C:9]([N:10]3[C:14]4=[N:15][CH:16]=[N:17][C:18]([NH:19][NH2:20])=[C:13]4[CH:12]=[N:11]3)[C:4]=2[N:3]=[CH:2]1.[CH3:21][S:22]([C:25]1[CH:32]=[CH:31][C:28]([CH:29]=O)=[CH:27][CH:26]=1)(=[O:24])=[O:23].COC1N=C(N2C3=NC=NC(NN=CC4C=CN=CC=4)=C3C=N2)C=CC=1. No catalyst specified. The product is [NH:1]1[C:5]2[CH:6]=[CH:7][CH:8]=[C:9]([N:10]3[C:14]4=[N:15][CH:16]=[N:17][C:18]([NH:19][N:20]=[CH:29][C:28]5[CH:27]=[CH:26][C:25]([S:22]([CH3:21])(=[O:24])=[O:23])=[CH:32][CH:31]=5)=[C:13]4[CH:12]=[N:11]3)[C:4]=2[N:3]=[CH:2]1. The yield is 0.330. (2) The reactants are Cl.[Cl:2][C:3]1[CH:8]=[CH:7][N:6]=[C:5]([C:9]([O:11]C)=O)[CH:4]=1.[CH3:13][NH2:14]. The catalyst is CO.C1COCC1. The product is [Cl:2][C:3]1[CH:8]=[CH:7][N:6]=[C:5]([C:9]([NH:14][CH3:13])=[O:11])[CH:4]=1. The yield is 0.970. (3) The catalyst is O1CCCC1.O. The yield is 0.970. The product is [Cl:20][C:17]1[CH:18]=[C:19]2[C:14]([C:13](=[O:21])[C:12](=[O:22])[N:11]2[CH:4]([CH2:5][CH:6]2[CH2:7][CH2:8][CH2:9][CH2:10]2)[C:3]([OH:23])=[O:2])=[CH:15][CH:16]=1. The reactants are C[O:2][C:3](=[O:23])[CH:4]([N:11]1[C:19]2[C:14](=[CH:15][CH:16]=[C:17]([Cl:20])[CH:18]=2)[C:13](=[O:21])[C:12]1=[O:22])[CH2:5][CH:6]1[CH2:10][CH2:9][CH2:8][CH2:7]1.O.[OH-].[Li+]. (4) The reactants are C([NH:4][OH:5])(=O)C.C([O-])([O-])=O.[K+].[K+].F[C:13]1[CH:20]=[CH:19][C:18]([N:21]2[C:25]3[C:26](=[O:43])[N:27]([C:30]4[CH:35]=[CH:34][C:33]([N:36]5[CH2:41][CH2:40][CH2:39][CH2:38][C:37]5=[O:42])=[CH:32][CH:31]=4)[CH2:28][CH2:29][C:24]=3[C:23]([C:44]([F:47])([F:46])[F:45])=[N:22]2)=[CH:17][C:14]=1[C:15]#[N:16].C(O)(C(F)(F)F)=O. The catalyst is CN(C=O)C.O. The product is [NH2:16][C:15]1[C:14]2[CH:17]=[C:18]([N:21]3[C:25]4[C:26](=[O:43])[N:27]([C:30]5[CH:35]=[CH:34][C:33]([N:36]6[CH2:41][CH2:40][CH2:39][CH2:38][C:37]6=[O:42])=[CH:32][CH:31]=5)[CH2:28][CH2:29][C:24]=4[C:23]([C:44]([F:46])([F:45])[F:47])=[N:22]3)[CH:19]=[CH:20][C:13]=2[O:5][N:4]=1. The yield is 0.670. (5) The reactants are [Br:1][C:2]1[CH:7]=[CH:6][CH:5]=[C:4](Br)[N:3]=1.[CH3:9][NH:10][NH2:11]. No catalyst specified. The product is [Br:1][C:2]1[CH:7]=[CH:6][CH:5]=[C:4]([N:10]([CH3:9])[NH2:11])[N:3]=1. The yield is 0.660. (6) The reactants are [CH3:1][N:2]([S:21]([C:24]1[S:25][CH:26]=[CH:27][CH:28]=1)(=[O:23])=[O:22])[C:3]1[CH:4]=[CH:5][CH:6]=[C:7]2[C:11]=1[NH:10][C:9]([C:12]1[S:13][CH:14]([CH2:17][C:18](O)=[O:19])[CH2:15][N:16]=1)=[CH:8]2.N1(O)C2C=CC=CC=2N=N1.Cl.[CH3:40][N:41](C)[CH2:42]CCN=C=NCC.CNC. The catalyst is C(OCC)(=O)C.O1CCCC1.CN(C)C=O. The product is [CH3:40][N:41]([CH3:42])[C:18](=[O:19])[CH2:17][CH:14]1[S:13][C:12]([C:9]2[NH:10][C:11]3[C:7]([CH:8]=2)=[CH:6][CH:5]=[CH:4][C:3]=3[N:2]([CH3:1])[S:21]([C:24]2[S:25][CH:26]=[CH:27][CH:28]=2)(=[O:23])=[O:22])=[N:16][CH2:15]1. The yield is 0.300. (7) The reactants are [H-].[Na+].[CH:3]1([C:6](=[O:10])[CH2:7][C:8]#[N:9])[CH2:5][CH2:4]1.[CH3:11][C:12]1[N:20]=[C:19]([N:21]2[CH:25]=[N:24][CH:23]=[N:22]2)[CH:18]=[CH:17][C:13]=1[C:14](Cl)=[O:15].C(O)(=O)CC(CC(O)=O)(C(O)=O)O. The catalyst is C1COCC1. The product is [CH:3]1([C:6](=[O:10])[CH:7]([C:14]([C:13]2[C:12]([CH3:11])=[N:20][C:19]([N:21]3[CH:25]=[N:24][CH:23]=[N:22]3)=[CH:18][CH:17]=2)=[O:15])[C:8]#[N:9])[CH2:5][CH2:4]1. The yield is 0.640. (8) The reactants are COC1C=CC=C(OC)C=1C1C=CC=CC=1P(C1CCCCC1)C1CCCCC1.[C:30]12([C:40]3[CH:41]=[C:42](B(O)O)[CH:43]=[CH:44][C:45]=3[O:46][CH3:47])[CH2:39][CH:34]3[CH2:35][CH:36]([CH2:38][CH:32]([CH2:33]3)[CH2:31]1)[CH2:37]2.Br[C:52]1[CH:57]=[CH:56][C:55](/[CH:58]=[CH:59]/[C:60]([O:62][CH2:63][C:64]2[CH:69]=[CH:68][CH:67]=[CH:66][CH:65]=2)=[O:61])=[CH:54][CH:53]=1.C(=O)([O-])[O-].[Na+].[Na+]. The catalyst is O1CCCC1. The product is [C:30]12([C:40]3[CH:41]=[C:42]([C:52]4[CH:53]=[CH:54][C:55](/[CH:58]=[CH:59]/[C:60]([O:62][CH2:63][C:64]5[CH:69]=[CH:68][CH:67]=[CH:66][CH:65]=5)=[O:61])=[CH:56][CH:57]=4)[CH:43]=[CH:44][C:45]=3[O:46][CH3:47])[CH2:39][CH:34]3[CH2:35][CH:36]([CH2:38][CH:32]([CH2:33]3)[CH2:31]1)[CH2:37]2. The yield is 0.740.